Dataset: Full USPTO retrosynthesis dataset with 1.9M reactions from patents (1976-2016). Task: Predict the reactants needed to synthesize the given product. (1) Given the product [C:1]([C:3]1[CH:8]=[CH:7][C:6]([C:9]2[N:14]=[C:13]([NH:15][CH3:16])[N:12]=[C:11]([N:17]3[C@H:22]([CH3:23])[CH2:21][O:20][C@H:19]([C:24]([NH:67][CH:61]4[CH2:66][CH2:65][CH2:64][CH2:63][CH2:62]4)=[O:26])[CH2:18]3)[CH:10]=2)=[CH:5][C:4]=1[F:27])#[N:2], predict the reactants needed to synthesize it. The reactants are: [C:1]([C:3]1[CH:8]=[CH:7][C:6]([C:9]2[N:14]=[C:13]([NH:15][CH3:16])[N:12]=[C:11]([N:17]3[C@H:22]([CH3:23])[CH2:21][O:20][C@H:19]([C:24]([OH:26])=O)[CH2:18]3)[CH:10]=2)=[CH:5][C:4]=1[F:27])#[N:2].CN(C(ON1N=NC2C=CC=NC1=2)=[N+](C)C)C.F[P-](F)(F)(F)(F)F.CCN(C(C)C)C(C)C.[CH:61]1([NH2:67])[CH2:66][CH2:65][CH2:64][CH2:63][CH2:62]1. (2) Given the product [CH2:3]([N:5]([CH2:9][CH3:10])[CH2:6][CH2:7][O:8][C:12]1[CH:17]=[CH:16][C:15]([N+:18]([O-:20])=[O:19])=[CH:14][CH:13]=1)[CH3:4], predict the reactants needed to synthesize it. The reactants are: [H-].[Na+].[CH2:3]([N:5]([CH2:9][CH3:10])[CH2:6][CH2:7][OH:8])[CH3:4].F[C:12]1[CH:17]=[CH:16][C:15]([N+:18]([O-:20])=[O:19])=[CH:14][CH:13]=1.